Dataset: Forward reaction prediction with 1.9M reactions from USPTO patents (1976-2016). Task: Predict the product of the given reaction. (1) Given the reactants [CH3:1][C:2]1[C:10]2[CH2:9][O:8][C:7](=[O:11])[C:6]=2[CH:5]=[CH:4][C:3]=1[C@@H:12]1[CH2:14][O:13]1.[C:15]([O:19][C:20](=[O:28])[NH:21][CH2:22][CH:23]1[CH2:27][CH2:26][CH2:25][NH:24]1)([CH3:18])([CH3:17])[CH3:16], predict the reaction product. The product is: [C:15]([O:19][C:20](=[O:28])[NH:21][CH2:22][CH:23]1[CH2:27][CH2:26][CH2:25][N:24]1[CH2:14][C@H:12]([OH:13])[C:3]1[CH:4]=[CH:5][C:6]2[C:7](=[O:11])[O:8][CH2:9][C:10]=2[C:2]=1[CH3:1])([CH3:18])([CH3:16])[CH3:17]. (2) Given the reactants ClC1N=CC(C2C=NNC(=O)C=2)=CC=1.[C:15]([O:19][C:20]([N:22]1[CH2:27][CH2:26][CH:25](O)[CH2:24][CH2:23]1)=[O:21])([CH3:18])([CH3:17])[CH3:16].CC([O-])(C)C.[K+].O, predict the reaction product. The product is: [C:15]([O:19][C:20]([N:22]1[CH2:27][CH2:26][CH2:25][CH2:24][CH2:23]1)=[O:21])([CH3:18])([CH3:16])[CH3:17]. (3) Given the reactants [Br:1][C:2]1[CH:7]=[CH:6][C:5]([C:8]([F:15])([F:14])[C:9]([O:11]CC)=[O:10])=[CH:4][CH:3]=1.O1CCCC1.CO.O.[OH-].[Li+], predict the reaction product. The product is: [Br:1][C:2]1[CH:7]=[CH:6][C:5]([C:8]([F:14])([F:15])[C:9]([OH:11])=[O:10])=[CH:4][CH:3]=1. (4) Given the reactants I[CH2:2][C@H:3]1[CH2:8][CH2:7][C@H:6]([C:9]2[N:10]=[N:11][N:12]3[C:17]=2[C:16]2[CH:18]=[CH:19][NH:20][C:15]=2[N:14]=[CH:13]3)[CH2:5][CH2:4]1.[F:21][C:22]([S:25]([O-:27])=[O:26])([F:24])[F:23].[Na+].O, predict the reaction product. The product is: [F:21][C:22]([F:24])([F:23])[S:25]([CH2:2][C@H:3]1[CH2:8][CH2:7][C@H:6]([C:9]2[N:10]=[N:11][N:12]3[C:17]=2[C:16]2[CH:18]=[CH:19][NH:20][C:15]=2[N:14]=[CH:13]3)[CH2:5][CH2:4]1)(=[O:27])=[O:26]. (5) The product is: [F:1][C:2]1[CH:3]=[C:4]2[C:8](=[CH:9][CH:10]=1)[N:7]([CH3:30])[CH:6]=[C:5]2[CH2:11][CH:12]1[CH2:27][N:16]2[CH2:17][CH2:18][N:19]([C:21]3[N:22]=[CH:23][CH:24]=[CH:25][N:26]=3)[CH2:20][CH:15]2[CH2:14][CH2:13]1. Given the reactants [F:1][C:2]1[CH:3]=[C:4]2[C:8](=[CH:9][CH:10]=1)[NH:7][CH:6]=[C:5]2[CH2:11][CH:12]1[CH2:27][N:16]2[CH2:17][CH2:18][N:19]([C:21]3[N:26]=[CH:25][CH:24]=[CH:23][N:22]=3)[CH2:20][CH:15]2[CH2:14][CH2:13]1.[H-].[Na+].[CH3:30]I, predict the reaction product. (6) Given the reactants Cl[C:2]1[C:11]([C:12]#[N:13])=[C:10]([C:14]2[CH:19]=[CH:18][CH:17]=[CH:16][CH:15]=2)[C:9]2[C:4](=[CH:5][CH:6]=[C:7]([Cl:20])[CH:8]=2)[N:3]=1.[CH2:21]([NH:23][CH3:24])[CH3:22], predict the reaction product. The product is: [Cl:20][C:7]1[CH:8]=[C:9]2[C:4](=[CH:5][CH:6]=1)[N:3]=[C:2]([N:23]([CH2:21][CH3:22])[CH3:24])[C:11]([C:12]#[N:13])=[C:10]2[C:14]1[CH:19]=[CH:18][CH:17]=[CH:16][CH:15]=1.